From a dataset of Catalyst prediction with 721,799 reactions and 888 catalyst types from USPTO. Predict which catalyst facilitates the given reaction. (1) Reactant: [F:1][C:2]1[CH:10]=[CH:9][C:5]([C:6]([OH:8])=O)=[CH:4][CH:3]=1.Cl.Cl.[N:13]1([C@H:18]2[CH2:22][CH2:21][NH:20][CH2:19]2)[CH2:17][CH2:16][CH2:15][CH2:14]1.C(N(CC)CC)C.C(N=C=NCCCN(C)C)C.ON1C2C=CC=CC=2N=N1. The catalyst class is: 3. Product: [N:13]1([C@H:18]2[CH2:22][CH2:21][N:20]([C:6]([C:5]3[CH:4]=[CH:3][C:2]([F:1])=[CH:10][CH:9]=3)=[O:8])[CH2:19]2)[CH2:17][CH2:16][CH2:15][CH2:14]1. (2) Reactant: [CH3:1][NH:2][N:3]=[C:4]([CH3:10])[CH2:5][S:6]([CH3:9])(=[O:8])=[O:7].O1CCCC1.C(N(CC)CC)C.[CH2:23]([C:25]1([C:35](=[O:39])[C:36](Cl)=[O:37])[CH:30]=[C:29]([CH2:31][CH3:32])[CH:28]=[C:27]([CH2:33][CH3:34])[CH2:26]1)[CH3:24]. Product: [CH2:23]([C:25]1([C:35](=[O:39])[C:36]([N:2]([CH3:1])[N:3]=[C:4]([CH3:10])[CH2:5][S:6]([CH3:9])(=[O:8])=[O:7])=[O:37])[CH:30]=[C:29]([CH2:31][CH3:32])[CH:28]=[C:27]([CH2:33][CH3:34])[CH2:26]1)[CH3:24]. The catalyst class is: 81. (3) Reactant: [Cl:1][C:2]1[CH:37]=[CH:36][C:5]([C:6]([N:8]2[CH2:14][C:13]3[CH:15]=[CH:16][C:17]([O:19]C)=[CH:18][C:12]=3[N:11]([CH2:21][C:22]3[CH:27]=[CH:26][C:25]([C:28]([N:30]4[CH2:34][CH:33]=[CH:32][CH2:31]4)=[O:29])=[CH:24][CH:23]=3)[C:10](=[O:35])[CH2:9]2)=[O:7])=[CH:4][CH:3]=1.[Br-].[Br-].[Br-].B. Product: [Cl:1][C:2]1[CH:3]=[CH:4][C:5]([C:6]([N:8]2[CH2:14][C:13]3[CH:15]=[CH:16][C:17]([OH:19])=[CH:18][C:12]=3[N:11]([CH2:21][C:22]3[CH:27]=[CH:26][C:25]([C:28]([N:30]4[CH2:31][CH:32]=[CH:33][CH2:34]4)=[O:29])=[CH:24][CH:23]=3)[C:10](=[O:35])[CH2:9]2)=[O:7])=[CH:36][CH:37]=1. The catalyst class is: 4. (4) Reactant: [CH:1]1([O:6][C:7]2[N:8]=[C:9]([NH:16][C:17]3[CH:22]=[CH:21][C:20]([CH2:23][C:24]([O:26]CC)=O)=[CH:19][CH:18]=3)[C:10]3[CH2:15][CH2:14][CH2:13][C:11]=3[N:12]=2)[CH2:5][CH2:4][CH2:3][CH2:2]1.[NH3:29]. Product: [CH:1]1([O:6][C:7]2[N:8]=[C:9]([NH:16][C:17]3[CH:22]=[CH:21][C:20]([CH2:23][C:24]([NH2:29])=[O:26])=[CH:19][CH:18]=3)[C:10]3[CH2:15][CH2:14][CH2:13][C:11]=3[N:12]=2)[CH2:5][CH2:4][CH2:3][CH2:2]1. The catalyst class is: 5. (5) Reactant: [Cl:1][C:2]1[C:7]([NH2:8])=[C:6]([Cl:9])[N:5]=[CH:4][N:3]=1.C1C(=O)N([Br:17])C(=O)C1.O. Product: [Br:17][C:4]1[N:5]=[C:6]([Cl:9])[C:7]([NH2:8])=[C:2]([Cl:1])[N:3]=1. The catalyst class is: 3. (6) Reactant: [C:1]1([C:7]#[C:8][C:9]2[S:13][C:12]([C:14]([NH:16][C@@H:17]([CH2:22][N+:23]([CH3:26])([CH3:25])[CH3:24])[CH2:18][C:19]([O-:21])=[O:20])=[O:15])=[CH:11][CH:10]=2)[CH:6]=[CH:5][CH:4]=[CH:3][CH:2]=1. Product: [CH2:8]([C:9]1[S:13][C:12]([C:14]([NH:16][C@@H:17]([CH2:22][N+:23]([CH3:26])([CH3:25])[CH3:24])[CH2:18][C:19]([O-:21])=[O:20])=[O:15])=[CH:11][CH:10]=1)[CH2:7][C:1]1[CH:2]=[CH:3][CH:4]=[CH:5][CH:6]=1. The catalyst class is: 5. (7) Reactant: [Cl:1][C:2]1[C:3]2[CH:18]=[CH:17][NH:16][C:4]=2[N:5]=[C:6]([S:8][C:9]2[CH:14]=[CH:13][C:12]([F:15])=[CH:11][CH:10]=2)[N:7]=1.[H-].[Na+].Br[CH:22]([CH3:24])[CH3:23].[I-].[Na+]. Product: [Cl:1][C:2]1[C:3]2[CH:18]=[CH:17][N:16]([CH:22]([CH3:24])[CH3:23])[C:4]=2[N:5]=[C:6]([S:8][C:9]2[CH:10]=[CH:11][C:12]([F:15])=[CH:13][CH:14]=2)[N:7]=1. The catalyst class is: 18. (8) Reactant: [CH3:1][O:2][C:3]1[CH:4]=[C:5]2[C:17](=[CH:18][CH:19]=1)[NH:16][C:15]1[C:10]3([CH2:14][CH2:13][NH:12][CH2:11]3)[NH:9][CH2:8][CH2:7][C:6]2=1.C(N(CC)CC)C.[CH3:27][C:28]1[CH:29]=[C:30]2[C:34](=[CH:35][CH:36]=1)[NH:33][CH:32]=[C:31]2[CH2:37][CH2:38]OS(C)(=O)=O. Product: [CH3:1][O:2][C:3]1[CH:4]=[C:5]2[C:17](=[CH:18][CH:19]=1)[NH:16][C:15]1[C:10]3([CH2:14][CH2:13][N:12]([CH2:38][CH2:37][C:31]4[C:30]5[C:34](=[CH:35][CH:36]=[C:28]([CH3:27])[CH:29]=5)[NH:33][CH:32]=4)[CH2:11]3)[NH:9][CH2:8][CH2:7][C:6]2=1. The catalyst class is: 382.